From a dataset of Full USPTO retrosynthesis dataset with 1.9M reactions from patents (1976-2016). Predict the reactants needed to synthesize the given product. Given the product [F:22][C:16]1[C:17]([F:21])=[CH:18][CH:19]=[CH:20][C:15]=1[CH2:14][S:13][C:7]1[N:6]=[C:5]([NH:23][C@H:24]([CH3:27])[CH2:25][OH:26])[C:4]2[N:3]=[C:2]([NH:35][CH2:28][C:29]3[CH:34]=[CH:33][CH:32]=[CH:31][CH:30]=3)[C:11](=[O:12])[NH:10][C:9]=2[N:8]=1, predict the reactants needed to synthesize it. The reactants are: Br[C:2]1[C:11](=[O:12])[NH:10][C:9]2[N:8]=[C:7]([S:13][CH2:14][C:15]3[CH:20]=[CH:19][CH:18]=[C:17]([F:21])[C:16]=3[F:22])[N:6]=[C:5]([NH:23][C@H:24]([CH3:27])[CH2:25][OH:26])[C:4]=2[N:3]=1.[CH2:28]([NH2:35])[C:29]1[CH:34]=[CH:33][CH:32]=[CH:31][CH:30]=1.C(N(CC)C(C)C)(C)C.